The task is: Predict the reactants needed to synthesize the given product.. This data is from Full USPTO retrosynthesis dataset with 1.9M reactions from patents (1976-2016). Given the product [CH2:7]([N:9]1[CH2:10][CH:11]2[CH:13]([CH:12]2[C:15]2[CH:20]=[CH:19][CH:18]=[C:17]([F:21])[CH:16]=2)[CH2:14]1)[CH3:8], predict the reactants needed to synthesize it. The reactants are: [H-].[Al+3].[Li+].[H-].[H-].[H-].[CH2:7]([N:9]1[CH2:14][CH:13]2[CH:11]([CH:12]2[C:15]2[CH:20]=[CH:19][CH:18]=[C:17]([F:21])[CH:16]=2)[C:10]1=O)[CH3:8].O.